From a dataset of Full USPTO retrosynthesis dataset with 1.9M reactions from patents (1976-2016). Predict the reactants needed to synthesize the given product. (1) Given the product [N:3]1[CH:2]=[CH:7][CH:6]=[C:10]([CH:11]=[C:2]2[CH2:7][CH:6]3[CH2:8][CH2:9][N:3]2[CH2:4][CH2:5]3)[CH:4]=1, predict the reactants needed to synthesize it. The reactants are: Cl[CH:2]1[CH2:7][CH:6]2[CH2:8][CH2:9][N:3]1[CH2:4][CH2:5]2.[CH2:10](O)[CH3:11]. (2) Given the product [F:22][C:2]([F:1])([F:21])[CH:3]([CH:5]1[CH2:6][CH2:7][NH:8][CH2:9][CH2:10]1)[OH:4], predict the reactants needed to synthesize it. The reactants are: [F:1][C:2]([F:22])([F:21])[CH:3]([CH:5]1[CH2:10][CH2:9][N:8](C(OCC2C=CC=CC=2)=O)[CH2:7][CH2:6]1)[OH:4].[H][H]. (3) Given the product [F:23][C:22]1[CH:21]=[C:20]2[C:16]([CH:17]=[N:18][N:19]2[CH3:24])=[CH:15][C:14]=1[CH:11]([C:8]1[N:6]2[N:7]=[C:2]([C:39]3[CH:40]=[N:41][N:42]([CH3:47])[CH:43]=3)[CH:3]=[CH:4][C:5]2=[N:10][CH:9]=1)[CH3:12], predict the reactants needed to synthesize it. The reactants are: Cl[C:2]1[CH:3]=[CH:4][C:5]2[N:6]([C:8]([C:11]([C:14]3[CH:15]=[C:16]4[C:20](=[CH:21][C:22]=3[F:23])[N:19]([CH3:24])[N:18]=[CH:17]4)(O)[CH3:12])=[CH:9][N:10]=2)[N:7]=1.ClC1C=CC2N(C(C(C3C=[C:39]4[C:43](=CC=3F)[N:42]([CH3:47])[N:41]=[CH:40]4)C)=CN=2)N=1.[I-].O[PH2]=O.[OH-].[Na+]. (4) The reactants are: [CH3:1][O:2][C:3](=[O:21])[C@H:4]([CH2:13][C:14]1[CH:19]=[CH:18][C:17]([NH2:20])=[CH:16][CH:15]=1)[NH:5][C:6]([O:8][C:9]([CH3:12])([CH3:11])[CH3:10])=[O:7].C(N(C(C)C)CC)(C)C.[Cl:31][C:32]1[CH:40]=[CH:39][CH:38]=[C:37]([Cl:41])[C:33]=1[C:34](Cl)=[O:35]. Given the product [CH3:1][O:2][C:3](=[O:21])[C@H:4]([CH2:13][C:14]1[CH:19]=[CH:18][C:17]([NH:20][C:34]([C:33]2[C:32]([Cl:31])=[CH:40][CH:39]=[CH:38][C:37]=2[Cl:41])=[O:35])=[CH:16][CH:15]=1)[NH:5][C:6]([O:8][C:9]([CH3:12])([CH3:10])[CH3:11])=[O:7], predict the reactants needed to synthesize it. (5) Given the product [P:46]([OH:50])([OH:49])([OH:48])=[O:47].[CH2:1]([N:3]1[C:7]2=[N:8][C:9]([CH2:44][CH3:45])=[C:10]([CH2:19][NH:20][C:21](=[O:43])[C:22]3[CH:27]=[CH:26][C:25]([NH:28][C:29](=[O:42])[CH2:30][CH2:31][CH2:32][CH2:33][CH2:34][CH2:35][CH2:36][N:37]([CH2:39][CH2:40][OH:41])[CH3:38])=[CH:24][CH:23]=3)[C:11]([NH:12][CH:13]3[CH2:14][CH2:15][O:16][CH2:17][CH2:18]3)=[C:6]2[CH:5]=[N:4]1)[CH3:2], predict the reactants needed to synthesize it. The reactants are: [CH2:1]([N:3]1[C:7]2=[N:8][C:9]([CH2:44][CH3:45])=[C:10]([CH2:19][NH:20][C:21](=[O:43])[C:22]3[CH:27]=[CH:26][C:25]([NH:28][C:29](=[O:42])[CH2:30][CH2:31][CH2:32][CH2:33][CH2:34][CH2:35][CH2:36][N:37]([CH2:39][CH2:40][OH:41])[CH3:38])=[CH:24][CH:23]=3)[C:11]([NH:12][CH:13]3[CH2:18][CH2:17][O:16][CH2:15][CH2:14]3)=[C:6]2[CH:5]=[N:4]1)[CH3:2].[P:46](=[O:50])([OH:49])([OH:48])[OH:47].